Dataset: Full USPTO retrosynthesis dataset with 1.9M reactions from patents (1976-2016). Task: Predict the reactants needed to synthesize the given product. (1) Given the product [CH3:1][O:2][C:3](=[O:18])[CH2:4][C:5]1[N:6]=[C:7]([C:11]2[CH:12]=[N:13][C:14]([S:25][C:19]3[CH:24]=[CH:23][CH:22]=[CH:21][CH:20]=3)=[CH:15][CH:16]=2)[O:8][C:9]=1[CH3:10], predict the reactants needed to synthesize it. The reactants are: [CH3:1][O:2][C:3](=[O:18])[CH2:4][C:5]1[N:6]=[C:7]([C:11]2[CH:12]=[N:13][C:14](Cl)=[CH:15][CH:16]=2)[O:8][C:9]=1[CH3:10].[C:19]1([SH:25])[CH:24]=[CH:23][CH:22]=[CH:21][CH:20]=1.C(=O)([O-])[O-].[Cs+].[Cs+]. (2) Given the product [CH3:11][O:10][C:5]1[CH:6]=[CH:7][CH:8]=[CH:9][C:4]=1[CH:3]=[N:14][OH:1], predict the reactants needed to synthesize it. The reactants are: [OH-:1].[Na+].[CH:3](=O)[C:4]1[C:5]([O:10][CH3:11])=[CH:6][CH:7]=[CH:8][CH:9]=1.Cl.[NH2:14]O. (3) Given the product [C@H:1]1([NH:10][C:11]2[CH:20]=[CH:19][C:18]3[C:13](=[CH:14][CH:15]=[C:16]([NH:21][C:35](=[O:36])[CH2:34][C:30]4[S:29][CH:33]=[CH:32][CH:31]=4)[CH:17]=3)[N:12]=2)[C:9]2[C:4](=[CH:5][CH:6]=[CH:7][CH:8]=2)[CH2:3][CH2:2]1, predict the reactants needed to synthesize it. The reactants are: [C@H:1]1([NH:10][C:11]2[CH:20]=[CH:19][C:18]3[C:13](=[CH:14][CH:15]=[C:16]([NH2:21])[CH:17]=3)[N:12]=2)[C:9]2[C:4](=[CH:5][CH:6]=[CH:7][CH:8]=2)[CH2:3][CH2:2]1.C(N(CC)CC)C.[S:29]1[CH:33]=[CH:32][CH:31]=[C:30]1[CH2:34][C:35](Cl)=[O:36]. (4) Given the product [Br:19][C:20]1[CH:21]=[CH:22][C:23]([N:26]2[CH:30]=[CH:29][C:28]([O:31][CH2:2][C:3]3[C:8]([O:9][CH2:10][CH3:11])=[CH:7][CH:6]=[CH:5][C:4]=3[N:12]3[C:16](=[O:17])[N:15]([CH3:18])[N:14]=[N:13]3)=[N:27]2)=[CH:24][CH:25]=1, predict the reactants needed to synthesize it. The reactants are: Br[CH2:2][C:3]1[C:8]([O:9][CH2:10][CH3:11])=[CH:7][CH:6]=[CH:5][C:4]=1[N:12]1[C:16](=[O:17])[N:15]([CH3:18])[N:14]=[N:13]1.[Br:19][C:20]1[CH:25]=[CH:24][C:23]([N:26]2[CH:30]=[CH:29][C:28]([OH:31])=[N:27]2)=[CH:22][CH:21]=1.C(=O)([O-])[O-].[K+].[K+].C(#N)C. (5) Given the product [CH3:7][O:6][C:4](=[O:5])[C:3]1[CH:8]=[CH:9][CH:10]=[CH:11][C:2]=1[CH2:1][Br:19], predict the reactants needed to synthesize it. The reactants are: [CH3:1][C:2]1[CH:11]=[CH:10][CH:9]=[CH:8][C:3]=1[C:4]([O:6][CH3:7])=[O:5].C1C(=O)N([Br:19])C(=O)C1.C(OOC(=O)C1C=CC=CC=1)(=O)C1C=CC=CC=1.